This data is from Full USPTO retrosynthesis dataset with 1.9M reactions from patents (1976-2016). The task is: Predict the reactants needed to synthesize the given product. (1) Given the product [CH3:19][N:20]([CH3:25])[CH2:21][CH2:22][CH2:23][N:14]1[C:13]2[CH:12]=[CH:11][CH:10]=[CH:9][C:8]=2[C:7]2[C:15]1=[CH:3][CH:4]=[CH:5][CH:6]=2, predict the reactants needed to synthesize it. The reactants are: [H-].[Na+].[CH:3]1[C:15]2[NH:14][C:13]3[C:8](=[CH:9][CH:10]=[CH:11][CH:12]=3)[C:7]=2[CH:6]=[CH:5][CH:4]=1.[H][H].Cl.[CH3:19][N:20]([CH3:25])[CH2:21][CH2:22][CH2:23]Cl. (2) Given the product [C:27]([O:26][C:22]([NH:23][NH:24][CH:2]1[CH2:7][CH2:6][C:5]([C:12]2[CH:13]=[CH:14][C:15]([C:18]([F:21])([F:20])[F:19])=[CH:16][CH:17]=2)([C:8]([O:10][CH3:11])=[O:9])[CH2:4][CH2:3]1)=[O:25])([CH3:30])([CH3:29])[CH3:28], predict the reactants needed to synthesize it. The reactants are: O=[C:2]1[CH2:7][CH2:6][C:5]([C:12]2[CH:17]=[CH:16][C:15]([C:18]([F:21])([F:20])[F:19])=[CH:14][CH:13]=2)([C:8]([O:10][CH3:11])=[O:9])[CH2:4][CH2:3]1.[C:22]([O:26][C:27]([CH3:30])([CH3:29])[CH3:28])(=[O:25])[NH:23][NH2:24].C([BH3-])#N.[Na+].C(=O)(O)[O-].[Na+]. (3) Given the product [CH3:1][C:2]1[N:3]=[C:4]([C:8]2[NH:9][C:10]3[C:15]([CH:16]=2)=[CH:14][CH:13]=[CH:12][C:11]=3[NH:17][S:23]([C:19]2[S:18][CH:22]=[CH:21][CH:20]=2)(=[O:25])=[O:24])[S:5][C:6]=1[CH3:7], predict the reactants needed to synthesize it. The reactants are: [CH3:1][C:2]1[N:3]=[C:4]([C:8]2[NH:9][C:10]3[C:15]([CH:16]=2)=[CH:14][CH:13]=[CH:12][C:11]=3[NH2:17])[S:5][C:6]=1[CH3:7].[S:18]1[CH:22]=[CH:21][CH:20]=[C:19]1[S:23](Cl)(=[O:25])=[O:24]. (4) Given the product [CH3:1][O:2][C:3]1[N:8]=[C:7]([O:9][CH3:10])[C:6]([C:15]2[CH:16]=[N:17][C:18]([CH3:21])=[CH:19][CH:20]=2)=[CH:5][N:4]=1, predict the reactants needed to synthesize it. The reactants are: [CH3:1][O:2][C:3]1[N:8]=[C:7]([O:9][CH3:10])[C:6](B(O)O)=[CH:5][N:4]=1.Br[C:15]1[CH:16]=[N:17][C:18]([CH3:21])=[CH:19][CH:20]=1.C([O-])([O-])=O.[Na+].[Na+].C1C=CC(P(C2C=CC=CC=2)C2C=CC=CC=2)=CC=1. (5) Given the product [CH2:6]([CH:5]1[CH2:4][CH2:3][CH:2]([CH3:1])[O:13]1)[CH2:7][CH:8]=[CH:9][CH2:10][CH3:11], predict the reactants needed to synthesize it. The reactants are: [CH3:1][CH:2]([OH:13])[CH2:3][CH2:4][CH:5](O)[CH2:6][CH2:7][CH:8]=[CH:9][CH2:10][CH3:11].OS([O-])(=O)=O.[K+]. (6) The reactants are: [O-]CC.[Na+].[Na].[Cl:6][C:7]1[CH:8]=[C:9]([CH:18]=[CH:19][C:20]=1[Cl:21])[O:10][C:11](=[CH:14]N(C)C)[CH:12]=O.[NH2:22][C:23]([NH2:25])=[O:24]. Given the product [Cl:6][C:7]1[CH:8]=[C:9]([CH:18]=[CH:19][C:20]=1[Cl:21])[O:10][C:11]1[CH:14]=[N:22][C:23]([OH:24])=[N:25][CH:12]=1, predict the reactants needed to synthesize it. (7) Given the product [Br:2][CH:17]=[C:13]1[CH2:14][CH2:15][N:10]([C:3]([O:5][C:6]([CH3:9])([CH3:8])[CH3:7])=[O:4])[CH2:11][CH2:12]1, predict the reactants needed to synthesize it. The reactants are: [Li].[Br-:2].[C:3]([N:10]1[CH2:15][CH2:14][CH2:13][CH2:12][C:11]1=O)([O:5][C:6]([CH3:9])([CH3:8])[CH3:7])=[O:4].[CH2:17]1COCC1.